This data is from Kinase inhibitor binding affinity data with 442 proteins and 68 drugs (Kd values). The task is: Regression. Given a target protein amino acid sequence and a drug SMILES string, predict the binding affinity score between them. We predict pKd (pKd = -log10(Kd in M); higher means stronger binding). Dataset: davis. (1) The small molecule is Cn1cc(-c2ccc3nnc(Sc4ccc5ncccc5c4)n3n2)cn1. The target protein (FGFR3(G697C)) has sequence TRALPEDAGEYTCLAGNSIGFSHHSAWLVVLPAEEELVEADEAGSVYAGILSYGVGFFLFILVVAAVTLCRLRSPPKKGLGSPTVHKISRFPLKRQVSLESNASMSSNTPLVRIARLSSGEGPTLANVSELELPADPKWELSRARLTLGKPLGEGCFGQVVMAEAIGIDKDRAAKPVTVAVKMLKDDATDKDLSDLVSEMEMMKMIGKHKNIINLLGACTQGGPLYVLVEYAAKGNLREFLRARRPPGLDYSFDTCKPPEEQLTFKDLVSCAYQVARGMEYLASQKCIHRDLAARNVLVTEDNVMKIADFGLARDVHNLDYYKKTTNGRLPVKWMAPEALFDRVYTHQSDVWSFGVLLWEIFTLGGSPYPGIPVEELFKLLKEGHRMDKPANCTHDLYMIMRECWHAAPSQRPTFKQLVEDLDRVLTVTSTDEYLDLSAPFEQYSPGGQDTPSSSSSGDDSVFAHDLLPPAPPSSGGSRT. The pKd is 5.0. (2) The compound is CN(C)CC=CC(=O)Nc1cc2c(Nc3ccc(F)c(Cl)c3)ncnc2cc1OC1CCOC1. The target protein (DYRK1A) has sequence MHTGGETSACKPSSVRLAPSFSFHAAGLQMAGQMPHSHQYSDRRQPNISDQQVSALSYSDQIQQPLTNQVMPDIVMLQRRMPQTFRDPATAPLRKLSVDLIKTYKHINEVYYAKKKRRHQQGQGDDSSHKKERKVYNDGYDDDNYDYIVKNGEKWMDRYEIDSLIGKGSFGQVVKAYDRVEQEWVAIKIIKNKKAFLNQAQIEVRLLELMNKHDTEMKYYIVHLKRHFMFRNHLCLVFEMLSYNLYDLLRNTNFRGVSLNLTRKFAQQMCTALLFLATPELSIIHCDLKPENILLCNPKRSAIKIVDFGSSCQLGQRIYQYIQSRFYRSPEVLLGMPYDLAIDMWSLGCILVEMHTGEPLFSGANEVDQMNKIVEVLGIPPAHILDQAPKARKFFEKLPDGTWNLKKTKDGKREYKPPGTRKLHNILGVETGGPGGRRAGESGHTVADYLKFKDLILRMLDYDPKTRIQPYYALQHSFFKKTADEGTNTSNSVSTSPAME.... The pKd is 6.0.